This data is from Catalyst prediction with 721,799 reactions and 888 catalyst types from USPTO. The task is: Predict which catalyst facilitates the given reaction. (1) Reactant: [C:1]([C@H:5]1[CH2:10][CH2:9][C@H:8]([O:11][C:12]2[CH:21]=[C:20]([C:22]([F:25])([F:24])[F:23])[C:19]3[C:14](=[CH:15][CH:16]=[CH:17][CH:18]=3)[C:13]=2[CH:26]=O)[CH2:7][CH2:6]1)([CH3:4])([CH3:3])[CH3:2].[NH:28]1[CH2:38][CH2:37][CH:31]([C:32]([O:34][CH2:35][CH3:36])=[O:33])[CH2:30][CH2:29]1.C(O[BH-](OC(=O)C)OC(=O)C)(=O)C.[Na+]. Product: [C:1]([C@H:5]1[CH2:10][CH2:9][C@H:8]([O:11][C:12]2[CH:21]=[C:20]([C:22]([F:23])([F:24])[F:25])[C:19]3[C:14](=[CH:15][CH:16]=[CH:17][CH:18]=3)[C:13]=2[CH2:26][N:28]2[CH2:29][CH2:30][CH:31]([C:32]([O:34][CH2:35][CH3:36])=[O:33])[CH2:37][CH2:38]2)[CH2:7][CH2:6]1)([CH3:4])([CH3:3])[CH3:2]. The catalyst class is: 13. (2) Reactant: CC1(C)[O:6][C:5](=O)[CH:4]([CH:8]([C:13]([N:15]2[CH2:19][CH2:18][CH2:17][C@H:16]2[C:20]([NH2:22])=[O:21])=[O:14])[CH2:9][CH2:10][CH2:11][CH3:12])[O:3]1.[NH2:24][OH:25]. Product: [OH:25][NH:24][C:5](=[O:6])[C@@H:4]([OH:3])[C@@H:8]([CH2:9][CH2:10][CH2:11][CH3:12])[C:13]([N:15]1[CH2:19][CH2:18][CH2:17][C@H:16]1[C:20]([NH2:22])=[O:21])=[O:14]. The catalyst class is: 12.